Task: Predict the reactants needed to synthesize the given product.. Dataset: Full USPTO retrosynthesis dataset with 1.9M reactions from patents (1976-2016) (1) Given the product [CH3:14][O:13][C:11](=[O:12])[CH2:2][S:1][CH2:6][CH2:5][CH2:4][SH:3], predict the reactants needed to synthesize it. The reactants are: [S:1]1[CH2:6][CH2:5][CH2:4][S:3][CH2:2]1.[H-].[Na+].BrC[C:11]([O:13][CH3:14])=[O:12]. (2) Given the product [CH3:3][N:4]([CH3:18])[C:5]1([C:12]2[CH:17]=[CH:16][CH:15]=[CH:14][CH:13]=2)[CH2:10][CH2:9][C:8]([NH:21][CH3:20])([C:1]#[N:2])[CH2:7][CH2:6]1, predict the reactants needed to synthesize it. The reactants are: [CH3:1][NH2:2].[CH3:3][N:4]([CH3:18])[C:5]1([C:12]2[CH:17]=[CH:16][CH:15]=[CH:14][CH:13]=2)[CH2:10][CH2:9][C:8](=O)[CH2:7][CH2:6]1.Cl.[C-:20]#[N:21].[K+]. (3) Given the product [N:23]1([C:26]2[CH:32]=[CH:31][C:30]([N:33]3[CH2:34][CH2:35][O:36][CH2:37][CH2:38]3)=[CH:29][C:27]=2[NH:28][C:2]2[C:11]3[C:6](=[C:7]([F:12])[CH:8]=[CH:9][CH:10]=3)[N:5]=[C:4]([C:13]3[CH:18]=[CH:17][CH:16]=[CH:15][N:14]=3)[C:3]=2[CH3:19])[CH2:24][CH2:25][O:20][CH2:21][CH2:22]1, predict the reactants needed to synthesize it. The reactants are: Cl[C:2]1[C:11]2[C:6](=[C:7]([F:12])[CH:8]=[CH:9][CH:10]=2)[N:5]=[C:4]([C:13]2[CH:18]=[CH:17][CH:16]=[CH:15][N:14]=2)[C:3]=1[CH3:19].[O:20]1[CH2:25][CH2:24][N:23]([C:26]2[CH:32]=[CH:31][C:30]([N:33]3[CH2:38][CH2:37][O:36][CH2:35][CH2:34]3)=[CH:29][C:27]=2[NH2:28])[CH2:22][CH2:21]1.Cl.O1CCOCC1. (4) Given the product [C:36]([C:13]1[CH:14]=[C:15]2[C:10](=[CH:11][CH:12]=1)[N:9]([CH:19]1[CH2:20][CH2:21][O:22][CH2:23][CH2:24]1)[C:8](=[O:25])[N:7]([CH2:6][C:5]1[CH:26]=[CH:27][C:28]([O:29][CH3:30])=[C:3]([O:2][CH3:1])[CH:4]=1)[C:16]2=[O:17])(=[O:38])[CH3:37], predict the reactants needed to synthesize it. The reactants are: [CH3:1][O:2][C:3]1[CH:4]=[C:5]([CH:26]=[CH:27][C:28]=1[O:29][CH3:30])[CH2:6][N:7]1[C:16](=[O:17])[C:15]2[C:10](=[CH:11][CH:12]=[C:13](I)[CH:14]=2)[N:9]([CH:19]2[CH2:24][CH2:23][O:22][CH2:21][CH2:20]2)[C:8]1=[O:25].C([Sn](CCCC)(CCCC)[C:36]([O:38]CC)=[CH2:37])CCC. (5) Given the product [NH2:35][CH2:34][CH2:33][N:18]1[CH:19]=[C:20]([C:22]2[CH:27]=[CH:26][C:25]([F:28])=[C:24]([C:29]([F:31])([F:30])[F:32])[CH:23]=2)[N:21]=[C:17]1[C@H:16]1[CH2:15][CH2:14][N:13]([NH:9][C:3]2[C:2]([Cl:1])=[CH:7][N:6]=[CH:5][N:4]=2)[CH2:12][C@H:11]1[F:10], predict the reactants needed to synthesize it. The reactants are: [Cl:1][C:2]1[C:3]([NH2:9])=[N:4][CH:5]=[N:6][C:7]=1Cl.[F:10][C@H:11]1[C@@H:16]([C:17]2[N:18]([CH2:33][CH2:34][NH2:35])[CH:19]=[C:20]([C:22]3[CH:27]=[CH:26][C:25]([F:28])=[C:24]([C:29]([F:32])([F:31])[F:30])[CH:23]=3)[N:21]=2)[CH2:15][CH2:14][NH:13][CH2:12]1.C(N(C(C)C)C(C)C)C.